This data is from Forward reaction prediction with 1.9M reactions from USPTO patents (1976-2016). The task is: Predict the product of the given reaction. (1) Given the reactants C[O:2][C:3](=[O:14])[C:4]1[CH:9]=[CH:8][C:7]([C:10](=[NH:13])[NH:11][OH:12])=[CH:6][CH:5]=1.[C:15](OC(=O)C)(=O)[CH3:16], predict the reaction product. The product is: [CH3:15][C:16]1[O:12][N:11]=[C:10]([C:7]2[CH:8]=[CH:9][C:4]([C:3]([OH:2])=[O:14])=[CH:5][CH:6]=2)[N:13]=1. (2) Given the reactants [Br:1][C:2]1[CH:3]=[N:4][C:5]2[N:6]([N:8]=[C:9]([C:11]([OH:13])=O)[CH:10]=2)[CH:7]=1.[CH3:14][N:15]1[C:24]2[C:19](=[C:20]([C:25]3[CH:30]=[CH:29][N:28]=[CH:27][CH:26]=3)[CH:21]=[CH:22][CH:23]=2)[CH2:18][CH2:17][NH:16]1, predict the reaction product. The product is: [Br:1][C:2]1[CH:3]=[N:4][C:5]2[N:6]([N:8]=[C:9]([C:11]([N:16]3[CH2:17][CH2:18][C:19]4[C:24](=[CH:23][CH:22]=[CH:21][C:20]=4[C:25]4[CH:26]=[CH:27][N:28]=[CH:29][CH:30]=4)[N:15]3[CH3:14])=[O:13])[CH:10]=2)[CH:7]=1. (3) Given the reactants [CH:1]1([CH2:4][N:5]2[C:10]([CH:11]=[N:12][N:13]([CH3:15])[CH3:14])=[CH:9][C:8](=[O:16])[N:7]([CH2:17][CH:18]3[CH2:20][CH2:19]3)[C:6]2=[O:21])[CH2:3][CH2:2]1.[C:22]([O:26][CH3:27])(=[O:25])[CH:23]=[CH2:24], predict the reaction product. The product is: [CH:1]1([CH2:4][N:5]2[C:10]([CH:11]=[N:12][N:13]([CH3:15])[CH3:14])=[C:9](/[CH:24]=[CH:23]/[C:22]([O:26][CH3:27])=[O:25])[C:8](=[O:16])[N:7]([CH2:17][CH:18]3[CH2:20][CH2:19]3)[C:6]2=[O:21])[CH2:2][CH2:3]1. (4) Given the reactants [Br:1][C:2]1[C:12]([O:13][CH2:14][CH2:15][CH3:16])=[CH:11][C:5]([C:6]([O:8][CH2:9][CH3:10])=[O:7])=[CH:4][C:3]=1[OH:17].I[CH2:19][CH3:20], predict the reaction product. The product is: [Br:1][C:2]1[C:12]([O:13][CH2:14][CH2:15][CH3:16])=[CH:11][C:5]([C:6]([O:8][CH2:9][CH3:10])=[O:7])=[CH:4][C:3]=1[O:17][CH2:19][CH3:20]. (5) Given the reactants [NH2:1][C:2]1[CH:17]=[C:16]([C:18]([O:20][CH3:21])=[O:19])[CH:15]=[CH:14][C:3]=1[C:4]([NH:6][C:7]1[CH:12]=[CH:11][C:10]([Cl:13])=[CH:9][N:8]=1)=[O:5].[C:22]([O:26][C:27]([N:29]1[CH2:34][CH2:33][CH:32]([CH2:35][CH:36]=O)[CH2:31][CH2:30]1)=[O:28])([CH3:25])([CH3:24])[CH3:23].CCOC(C)=O, predict the reaction product. The product is: [Cl:13][C:10]1[CH:11]=[CH:12][C:7]([NH:6][C:4](=[O:5])[C:3]2[CH:14]=[CH:15][C:16]([C:18]([O:20][CH3:21])=[O:19])=[CH:17][C:2]=2[NH:1][CH:35]([CH:32]2[CH2:31][CH2:30][N:29]([C:27]([O:26][C:22]([CH3:23])([CH3:25])[CH3:24])=[O:28])[CH2:34][CH2:33]2)[CH3:36])=[N:8][CH:9]=1.